From a dataset of Full USPTO retrosynthesis dataset with 1.9M reactions from patents (1976-2016). Predict the reactants needed to synthesize the given product. (1) Given the product [Cl:36][C:37]1[N:38]=[N:39][CH:40]=[C:41]([N:43]2[CH:47]=[CH:46][C:45]([N:30]3[CH2:31][C@H:32]([CH3:34])[O:33][C@H:28]([C@@H:20]([OH:19])[C:21]([O:23][C:24]([CH3:27])([CH3:25])[CH3:26])=[O:22])[C:29]3=[O:35])=[N:44]2)[CH:42]=1, predict the reactants needed to synthesize it. The reactants are: [O-]P([O-])([O-])=O.[K+].[K+].[K+].CN(C)[C@@H]1CCCC[C@H]1N.[OH:19][C@H:20]([C@H:28]1[O:33][C@@H:32]([CH3:34])[CH2:31][NH:30][C:29]1=[O:35])[C:21]([O:23][C:24]([CH3:27])([CH3:26])[CH3:25])=[O:22].[Cl:36][C:37]1[N:38]=[N:39][CH:40]=[C:41]([N:43]2[CH:47]=[CH:46][C:45](I)=[N:44]2)[CH:42]=1. (2) Given the product [CH:23]([C:2]1[CH:3]=[C:4]([C:9]([O:11][C:12]([CH3:15])([CH3:14])[CH3:13])=[O:10])[CH:5]=[N:6][C:7]=1[CH:16]=[CH2:17])=[CH2:24], predict the reactants needed to synthesize it. The reactants are: Br[C:2]1[CH:3]=[C:4]([C:9]([O:11][C:12]([CH3:15])([CH3:14])[CH3:13])=[O:10])[CH:5]=[N:6][C:7]=1Cl.[CH:16]([B-](F)(F)F)=[CH2:17].[K+].[CH:23]1C=C(S([O-])(=O)=O)C=C(P(C2C=CC=C(S([O-])(=O)=O)C=2)C2C=CC=C(S([O-])(=O)=O)C=2)[CH:24]=1.[Na+].[Na+].[Na+].C(NC(C)C)(C)C.C(=O)(O)[O-].[Na+]. (3) Given the product [CH3:1][O:2][C:3]1[CH:16]=[C:15]([CH:14]=[CH:13][C:4]=1[O:5][CH2:6][C:7]1[CH:12]=[N:11][CH:10]=[CH:9][N:8]=1)[NH2:17], predict the reactants needed to synthesize it. The reactants are: [CH3:1][O:2][C:3]1[CH:16]=[C:15]([N+:17]([O-])=O)[CH:14]=[CH:13][C:4]=1[O:5][CH2:6][C:7]1[CH:12]=[N:11][CH:10]=[CH:9][N:8]=1. (4) Given the product [CH3:16][S:15][CH2:14][C@H:13]([C@H:12]1[CH2:11][O:10][S:7](=[O:6])[N:27]1[C:28]([O:29][C:30]([CH3:33])([CH3:32])[CH3:31])=[O:34])[C:17]1[CH:22]=[CH:21][C:20]([C:23]([F:25])([F:26])[F:24])=[CH:19][CH:18]=1, predict the reactants needed to synthesize it. The reactants are: N1C=CN=C1.[O:6]=[S:7](Cl)Cl.[OH:10][CH2:11][C@@H:12]([NH:27][C:28](=[O:34])[O:29][C:30]([CH3:33])([CH3:32])[CH3:31])[C@H:13]([C:17]1[CH:22]=[CH:21][C:20]([C:23]([F:26])([F:25])[F:24])=[CH:19][CH:18]=1)[CH2:14][S:15][CH3:16]. (5) Given the product [CH3:39][N:40]([CH3:41])[C:35]([CH2:34][O:33][C@H:11]1[CH2:12][N:13]([CH2:15][C:16](=[O:32])[NH:17][C:18]2[CH:23]=[CH:22][C:21]([N:24]3[CH:29]=[CH:28][CH:27]=[CH:26][C:25]3=[O:30])=[CH:20][C:19]=2[F:31])[CH2:14][C@@H:10]1[NH:9][C:7]([C:5]1[S:6][C:2]([Cl:1])=[CH:3][CH:4]=1)=[O:8])=[O:37], predict the reactants needed to synthesize it. The reactants are: [Cl:1][C:2]1[S:6][C:5]([C:7]([NH:9][C@H:10]2[CH2:14][N:13]([CH2:15][C:16](=[O:32])[NH:17][C:18]3[CH:23]=[CH:22][C:21]([N:24]4[CH:29]=[CH:28][CH:27]=[CH:26][C:25]4=[O:30])=[CH:20][C:19]=3[F:31])[CH2:12][C@@H:11]2[O:33][CH2:34][C:35]([OH:37])=O)=[O:8])=[CH:4][CH:3]=1.Cl.[CH3:39][NH:40][CH3:41]. (6) Given the product [Cl:18][C:19]1[CH:24]=[CH:23][CH:22]=[CH:21][C:20]=1[C:2]1[C:10]2[C:5](=[CH:6][C:7]([C:11]([O:13][CH3:14])=[O:12])=[CH:8][CH:9]=2)[N:4]([CH:15]([CH3:17])[CH3:16])[N:3]=1, predict the reactants needed to synthesize it. The reactants are: Br[C:2]1[C:10]2[C:5](=[CH:6][C:7]([C:11]([O:13][CH3:14])=[O:12])=[CH:8][CH:9]=2)[N:4]([CH:15]([CH3:17])[CH3:16])[N:3]=1.[Cl:18][C:19]1[CH:24]=[CH:23][CH:22]=[CH:21][C:20]=1B(O)O.C(=O)([O-])[O-]. (7) Given the product [Cl:6][C:7]1[CH:16]=[CH:15][C:14]([CH2:17][N:18]2[C:22]([CH3:23])=[C:21]([C:24]3[CH:25]=[CH:26][C:27]([C:30]#[N:31])=[CH:28][CH:29]=3)[C:20]([C:32]#[N:33])=[C:19]2[CH3:34])=[CH:13][C:8]=1[CH2:9][OH:10], predict the reactants needed to synthesize it. The reactants are: [BH4-].[Na+].[Cl-].[Ca+2].[Cl-].[Cl:6][C:7]1[CH:16]=[CH:15][C:14]([CH2:17][N:18]2[C:22]([CH3:23])=[C:21]([C:24]3[CH:29]=[CH:28][C:27]([C:30]#[N:31])=[CH:26][CH:25]=3)[C:20]([C:32]#[N:33])=[C:19]2[CH3:34])=[CH:13][C:8]=1[C:9](OC)=[O:10].C(O)(=O)CC(CC(O)=O)(C(O)=O)O. (8) Given the product [CH3:16][O:15][C:7]1[CH:8]=[CH:9][CH:10]=[C:11]([N+:12]([O-:14])=[O:13])[C:6]=1[NH:5][C:3](=[O:4])[CH2:2][N:17]1[CH2:22][CH2:21][O:20][CH2:19][CH2:18]1, predict the reactants needed to synthesize it. The reactants are: Br[CH2:2][C:3]([NH:5][C:6]1[C:11]([N+:12]([O-:14])=[O:13])=[CH:10][CH:9]=[CH:8][C:7]=1[O:15][CH3:16])=[O:4].[NH:17]1[CH2:22][CH2:21][O:20][CH2:19][CH2:18]1.